Dataset: Full USPTO retrosynthesis dataset with 1.9M reactions from patents (1976-2016). Task: Predict the reactants needed to synthesize the given product. (1) Given the product [F:20][C:21]1[CH:22]=[CH:23][C:24]([NH:27][C:28]2[C:36]3[C:31](=[CH:32][CH:33]=[C:34]([NH:37][C:15]([C:14]4[CH:9]([C:4]5[CH:5]=[C:6]([F:8])[CH:7]=[C:2]([F:1])[CH:3]=5)[NH:10][C:11](=[O:19])[NH:12][C:13]=4[CH3:18])=[O:17])[CH:35]=3)[NH:30][N:29]=2)=[CH:25][CH:26]=1, predict the reactants needed to synthesize it. The reactants are: [F:1][C:2]1[CH:3]=[C:4]([CH:9]2[C:14]([C:15]([OH:17])=O)=[C:13]([CH3:18])[NH:12][C:11](=[O:19])[NH:10]2)[CH:5]=[C:6]([F:8])[CH:7]=1.[F:20][C:21]1[CH:26]=[CH:25][C:24]([NH:27][C:28]2[C:36]3[C:31](=[CH:32][CH:33]=[C:34]([NH2:37])[CH:35]=3)[NH:30][N:29]=2)=[CH:23][CH:22]=1.C1CN([P+](Br)(N2CCCC2)N2CCCC2)CC1.F[P-](F)(F)(F)(F)F.C(N(C(C)C)CC)(C)C. (2) Given the product [Cl:1][C:2]1[CH:7]=[CH:6][C:5]([Cl:8])=[CH:4][C:3]=1[S:9]([NH:12][C:13]1[CH:14]=[CH:15][C:16]([C:29]2[N:34]=[C:33]3[NH:35][N:36]=[C:37]([CH3:38])[C:32]3=[CH:31][N:30]=2)=[CH:17][CH:18]=1)(=[O:10])=[O:11], predict the reactants needed to synthesize it. The reactants are: [Cl:1][C:2]1[CH:7]=[CH:6][C:5]([Cl:8])=[CH:4][C:3]=1[S:9]([NH:12][C:13]1[CH:18]=[CH:17][C:16](B2OC(C)(C)C(C)(C)O2)=[CH:15][CH:14]=1)(=[O:11])=[O:10].Cl[C:29]1[N:34]=[C:33]2[N:35](C3CCCCO3)[N:36]=[C:37]([CH3:38])[C:32]2=[CH:31][N:30]=1.ClC1N=C2NN=C(C)C2=CN=1.C(=O)([O-])[O-].[Cs+].[Cs+].